From a dataset of M1 muscarinic receptor antagonist screen with 61,756 compounds. Binary Classification. Given a drug SMILES string, predict its activity (active/inactive) in a high-throughput screening assay against a specified biological target. (1) The molecule is O(c1c2c(ccc1OC)cnn(Cc1ccccc1)c2=O)C. The result is 0 (inactive). (2) The molecule is S(c1n(Cc2occc2)c(=O)c2c(n1)cc(OC)c(OC)c2)CC(=O)NCCOC. The result is 0 (inactive). (3) The drug is O=C(NCCN1CCCC1)c1cc2[nH]c(=O)n(CCc3ccccc3)c(=O)c2cc1. The result is 0 (inactive). (4) The molecule is Oc1c(N\C=C2/N=CC=C2)cccc1. The result is 0 (inactive). (5) The result is 0 (inactive). The drug is O=c1[nH]c(=O)n(c2nc3N(C4CCCCC4)CC(Cn3c12)C)C. (6) The compound is O=c1n(c(=O)n(c2nc(n(c12)C)NCCc1cc(OC)c(OC)cc1)C)C. The result is 0 (inactive). (7) The compound is S(CC(=O)N1CCN(CC1)C(c1ccccc1)c1ccccc1)c1[nH]c(cc(=O)n1)C. The result is 0 (inactive).